From a dataset of CYP2C9 inhibition data for predicting drug metabolism from PubChem BioAssay. Regression/Classification. Given a drug SMILES string, predict its absorption, distribution, metabolism, or excretion properties. Task type varies by dataset: regression for continuous measurements (e.g., permeability, clearance, half-life) or binary classification for categorical outcomes (e.g., BBB penetration, CYP inhibition). Dataset: cyp2c9_veith. (1) The compound is Cc1ccc(CNC(=O)[C@H](C)[C@H]2C[C@]2(C)[C@H](NC(=O)OCc2ccccc2)c2ccccc2)c(F)c1F. The result is 1 (inhibitor). (2) The drug is O=c1cc(-c2ccccc2)[nH]c2nc(Cl)ccc12. The result is 0 (non-inhibitor). (3) The molecule is N#Cc1ccc(CN2CCC3(CC2)CCN(C(=O)Oc2ccccc2)CC3)cc1. The result is 0 (non-inhibitor). (4) The compound is O.O.O.O.O=C([O-])c1ccccc1-c1c2cc(Br)c(=O)cc-2oc2c([Hg])c([O-])c(Br)cc12.[Na+].[Na+]. The result is 1 (inhibitor).